This data is from Forward reaction prediction with 1.9M reactions from USPTO patents (1976-2016). The task is: Predict the product of the given reaction. (1) Given the reactants [F:1][C:2]1[CH:3]=[C:4]([CH2:16][OH:17])[CH:5]=[CH:6][C:7]=1[O:8][C:9]1[CH:14]=[CH:13][CH:12]=[C:11]([F:15])[CH:10]=1.Cl[C:19]1[CH:20]=[C:21]2[N:28](C(OC(C)(C)C)=O)[C@@H:27]([CH3:36])[CH2:26][N:22]2[C:23](=[O:25])[N:24]=1, predict the reaction product. The product is: [F:1][C:2]1[CH:3]=[C:4]([CH:5]=[CH:6][C:7]=1[O:8][C:9]1[CH:14]=[CH:13][CH:12]=[C:11]([F:15])[CH:10]=1)[CH2:16][O:17][C:19]1[CH:20]=[C:21]2[NH:28][C@@H:27]([CH3:36])[CH2:26][N:22]2[C:23](=[O:25])[N:24]=1. (2) Given the reactants [CH3:1][N:2]1[CH2:6][CH2:5][CH2:4][C@:3]1([C:8]1[N:12]2[CH:13]=[C:14](F)[CH:15]=[CH:16][C:11]2=[N:10][N:9]=1)[CH3:7].[NH2:18][C@@H:19]1[C:28]2[C:23](=[CH:24][CH:25]=[CH:26][CH:27]=2)[C@H:22]([OH:29])[CH2:21][CH2:20]1.[H-].[Na+].N, predict the reaction product. The product is: [CH3:1][N:2]1[CH2:6][CH2:5][CH2:4][C@:3]1([C:8]1[N:12]2[CH:13]=[C:14]([O:29][C@H:22]3[C:23]4[C:28](=[CH:27][CH:26]=[CH:25][CH:24]=4)[C@@H:19]([NH2:18])[CH2:20][CH2:21]3)[CH:15]=[CH:16][C:11]2=[N:10][N:9]=1)[CH3:7]. (3) The product is: [Cl:1][C:2]1[CH:3]=[N:4][CH:5]=[C:6]([F:9])[C:7]=1[C:14]1[CH2:15][CH2:16][N:11]([CH3:10])[CH2:12][CH:13]=1. Given the reactants [Cl:1][C:2]1[CH:3]=[N:4][CH:5]=[C:6]([F:9])[C:7]=1I.[CH3:10][N:11]1[CH2:16][CH:15]=[C:14](B2OC(C)(C)C(C)(C)O2)[CH2:13][CH2:12]1.C([O-])([O-])=O.[Na+].[Na+], predict the reaction product. (4) Given the reactants C([O:3][C:4](=[O:32])[C:5]1[CH:10]=[CH:9][CH:8]=[C:7]([N:11]2[C:15]([CH3:16])=[CH:14][CH:13]=[C:12]2[C:17]2[CH:22]=[C:21]([Br:23])[CH:20]=[CH:19][C:18]=2[O:24][CH2:25][C:26]2[CH:30]=[C:29]([CH3:31])[O:28][N:27]=2)[CH:6]=1)C, predict the reaction product. The product is: [Br:23][C:21]1[CH:20]=[CH:19][C:18]([O:24][CH2:25][C:26]2[CH:30]=[C:29]([CH3:31])[O:28][N:27]=2)=[C:17]([C:12]2[N:11]([C:7]3[CH:6]=[C:5]([CH:10]=[CH:9][CH:8]=3)[C:4]([OH:32])=[O:3])[C:15]([CH3:16])=[CH:14][CH:13]=2)[CH:22]=1. (5) Given the reactants C(O[C:5](=[O:7])[CH3:6])(=O)C.[CH:8]12[CH2:13][CH:12]1[CH2:11][N:10]([C:14]([C:16]1[S:17][C:18]([C:28]3[CH:33]=[CH:32][C:31]([S:34]([NH2:37])(=[O:36])=[O:35])=[CH:30][CH:29]=3)=[C:19]([C:21]3[CH:26]=[CH:25][C:24]([Cl:27])=[CH:23][CH:22]=3)[N:20]=1)=[O:15])[CH2:9]2, predict the reaction product. The product is: [CH:12]12[CH2:13][CH:8]1[CH2:9][N:10]([C:14]([C:16]1[S:17][C:18]([C:28]3[CH:33]=[CH:32][C:31]([S:34]([NH:37][C:5](=[O:7])[CH3:6])(=[O:36])=[O:35])=[CH:30][CH:29]=3)=[C:19]([C:21]3[CH:22]=[CH:23][C:24]([Cl:27])=[CH:25][CH:26]=3)[N:20]=1)=[O:15])[CH2:11]2. (6) Given the reactants [NH2:1][C:2]1[S:6][CH:5]=[C:4]([C:7]([O:9][CH3:10])=[O:8])[C:3]=1[CH3:11].Br[CH:13]([CH:19]1[CH2:24][CH2:23][N:22]([C:25]([O:27][C:28]([CH3:31])([CH3:30])[CH3:29])=[O:26])[CH2:21][CH2:20]1)[CH2:14][CH2:15][CH2:16][CH:17]=O.CC(O)=O.[BH3-]C#N.[Na+], predict the reaction product. The product is: [CH3:10][O:9][C:7]([C:4]1[C:3]([CH3:11])=[C:2]([N:1]2[CH2:17][CH2:16][CH2:15][CH2:14][CH:13]2[CH:19]2[CH2:20][CH2:21][N:22]([C:25]([O:27][C:28]([CH3:29])([CH3:31])[CH3:30])=[O:26])[CH2:23][CH2:24]2)[S:6][CH:5]=1)=[O:8].